From a dataset of Forward reaction prediction with 1.9M reactions from USPTO patents (1976-2016). Predict the product of the given reaction. (1) Given the reactants [CH3:1][O:2][C:3](=[O:20])[C:4]1[CH:9]=[CH:8][C:7]([CH3:10])=[C:6]([N:11]2[C:16](=[O:17])[CH:15]=[C:14]([OH:18])[N:13]=[C:12]2[CH3:19])[CH:5]=1.[F:21][C:22]1[CH:29]=[C:28]([F:30])[CH:27]=[CH:26][C:23]=1[CH2:24]Br.C(=O)([O-])[O-].[K+].[K+].C1OCCOCCOCCOCCOCCOC1, predict the reaction product. The product is: [CH3:1][O:2][C:3](=[O:20])[C:4]1[CH:9]=[CH:8][C:7]([CH3:10])=[C:6]([N:11]2[C:16](=[O:17])[CH:15]=[C:14]([O:18][CH2:24][C:23]3[CH:26]=[CH:27][C:28]([F:30])=[CH:29][C:22]=3[F:21])[N:13]=[C:12]2[CH3:19])[CH:5]=1. (2) The product is: [CH2:28]([N:13]1[C:12]2[CH:18]=[CH:19][C:9]([B:4]3[O:5][C:6]([CH3:7])([CH3:8])[C:2]([CH3:20])([CH3:1])[O:3]3)=[CH:10][C:11]=2[CH2:15][S:14]1(=[O:17])=[O:16])[CH3:29]. Given the reactants [CH3:1][C:2]1([CH3:20])[C:6]([CH3:8])([CH3:7])[O:5][B:4]([C:9]2[CH:19]=[CH:18][C:12]3[NH:13][S:14](=[O:17])(=[O:16])[CH2:15][C:11]=3[CH:10]=2)[O:3]1.C(=O)([O-])[O-].[K+].[K+].I[CH2:28][CH3:29], predict the reaction product. (3) Given the reactants [C:1]1([C:7]2[NH:8][C:9](=O)[S:10][CH:11]=2)[CH:6]=[CH:5][CH:4]=[CH:3][CH:2]=1.P(Br)(Br)([Br:15])=O, predict the reaction product. The product is: [Br:15][C:9]1[S:10][CH:11]=[C:7]([C:1]2[CH:6]=[CH:5][CH:4]=[CH:3][CH:2]=2)[N:8]=1. (4) Given the reactants [F:1][C:2]1[C:3]([O:20][CH3:21])=[CH:4][C:5]2[O:19][CH2:18][C:8]3([C:16]4[C:11](=[CH:12][CH:13]=[CH:14][CH:15]=4)[NH:10][C:9]3=[O:17])[C:6]=2[CH:7]=1.[CH2:22](Br)[C:23]1[CH:28]=[CH:27][CH:26]=[CH:25][CH:24]=1.BrCC1CCCCO1, predict the reaction product. The product is: [CH2:22]([N:10]1[C:11]2[C:16](=[CH:15][CH:14]=[CH:13][CH:12]=2)[C:8]2([C:6]3[CH:7]=[C:2]([F:1])[C:3]([O:20][CH3:21])=[CH:4][C:5]=3[O:19][CH2:18]2)[C:9]1=[O:17])[C:23]1[CH:28]=[CH:27][CH:26]=[CH:25][CH:24]=1. (5) Given the reactants [CH2:1]([C@H:8]([C:27]([O:29][C:30]([CH3:33])([CH3:32])[CH3:31])=[O:28])[CH2:9][N:10]1[CH2:15][CH2:14][C@:13]([C:17]2[CH:18]=[C:19]([CH:23]=[CH:24][CH:25]=2)[C:20](O)=[O:21])([CH3:16])[C@@H:12]([CH3:26])[CH2:11]1)[C:2]1[CH:7]=[CH:6][CH:5]=[CH:4][CH:3]=1.C([N:36](CC)CC)C.[Cl-].[NH4+].CN(C(ON1N=NC2C=CC=CC1=2)=[N+](C)C)C.[B-](F)(F)(F)F, predict the reaction product. The product is: [CH2:1]([C@@H:8]([CH2:9][N:10]1[CH2:15][CH2:14][C@:13]([C:17]2[CH:25]=[CH:24][CH:23]=[C:19]([C:20](=[O:21])[NH2:36])[CH:18]=2)([CH3:16])[C@@H:12]([CH3:26])[CH2:11]1)[C:27]([O:29][C:30]([CH3:33])([CH3:32])[CH3:31])=[O:28])[C:2]1[CH:7]=[CH:6][CH:5]=[CH:4][CH:3]=1. (6) The product is: [CH3:23][CH:22]([CH3:24])[CH2:21][C@H:15]([NH:14][C:12]([C@@H:9]1[CH2:10][CH2:11][N:8]1[C:6]([O:5][C:2]([CH3:1])([CH3:3])[CH3:4])=[O:7])=[O:13])/[CH:16]=[CH:17]/[C:18]([N:59]([CH3:58])[C:60]1[S:61][C:62]([C:65]([F:68])([F:67])[F:66])=[N:63][N:64]=1)=[O:20]. Given the reactants [CH3:1][C:2]([O:5][C:6]([N:8]1[CH2:11][CH2:10][C@H:9]1[C:12]([NH:14][C@@H:15]([CH2:21][CH:22]([CH3:24])[CH3:23])/[CH:16]=[CH:17]/[C:18]([OH:20])=O)=[O:13])=[O:7])([CH3:4])[CH3:3].CN(C(ON1N=NC2C=CC=NC1=2)=[N+](C)C)C.F[P-](F)(F)(F)(F)F.CCN(C(C)C)C(C)C.[CH3:58][NH:59][C:60]1[S:61][C:62]([C:65]([F:68])([F:67])[F:66])=[N:63][N:64]=1, predict the reaction product.